Dataset: Catalyst prediction with 721,799 reactions and 888 catalyst types from USPTO. Task: Predict which catalyst facilitates the given reaction. (1) Reactant: [F:1][C:2]1[C:7]([O:8][CH3:9])=[CH:6][C:5]([O:10][CH3:11])=[C:4]([F:12])[C:3]=1[N:13]1[CH2:18][C:17]2[CH:19]=[N:20][C:21]3[N:25](S(C4C=CC=CC=4)(=O)=O)[C:24]([CH2:35][CH2:36][N:37]4[CH2:42][CH2:41][O:40][CH2:39][CH2:38]4)=[CH:23][C:22]=3[C:16]=2[N:15]([CH2:43][CH2:44][OH:45])[C:14]1=[O:46].[F-].C([N+](CCCC)(CCCC)CCCC)CCC. Product: [F:12][C:4]1[C:5]([O:10][CH3:11])=[CH:6][C:7]([O:8][CH3:9])=[C:2]([F:1])[C:3]=1[N:13]1[CH2:18][C:17]2[CH:19]=[N:20][C:21]3[NH:25][C:24]([CH2:35][CH2:36][N:37]4[CH2:42][CH2:41][O:40][CH2:39][CH2:38]4)=[CH:23][C:22]=3[C:16]=2[N:15]([CH2:43][CH2:44][OH:45])[C:14]1=[O:46]. The catalyst class is: 7. (2) Reactant: Cl[C:2]1[CH:7]=[C:6]([C:8]2[CH:13]=[CH:12][C:11]([F:14])=[CH:10][CH:9]=2)[N:5]=[C:4]([N:15]2[CH2:19][CH2:18][CH2:17][C@@H:16]2[CH3:20])[N:3]=1.[Br:21][C:22]1[CH:23]=[C:24]([Cl:35])[C:25]([N:28]2[CH2:33][CH2:32][NH:31][C@H:30]([CH3:34])[CH2:29]2)=[N:26][CH:27]=1.C([O-])(O)=O.[Na+]. Product: [Br:21][C:22]1[CH:23]=[C:24]([Cl:35])[C:25]([N:28]2[CH2:33][CH2:32][N:31]([C:2]3[CH:7]=[C:6]([C:8]4[CH:13]=[CH:12][C:11]([F:14])=[CH:10][CH:9]=4)[N:5]=[C:4]([N:15]4[CH2:19][CH2:18][CH2:17][C@@H:16]4[CH3:20])[N:3]=3)[C@H:30]([CH3:34])[CH2:29]2)=[N:26][CH:27]=1. The catalyst class is: 14. (3) Reactant: [CH3:1][C@@H:2]1[CH2:6][CH2:5][CH2:4][N:3]1[CH2:7][CH2:8][C:9]1[CH:14]=[CH:13][C:12]([C:15]2[CH:20]=[CH:19][C:18]([CH2:21][CH2:22][C:23](O)=[O:24])=[CH:17][CH:16]=2)=[CH:11][CH:10]=1.CN(C(ON1N=NC2C=CC=NC1=2)=[N+](C)C)C.F[P-](F)(F)(F)(F)F.C[Si](C)(C)[N:52]1[CH2:56][CH2:55][CH2:54][C@H:53]1[C:57]([O:59][Si](C)(C)C)=[O:58]. Product: [CH3:1][C@@H:2]1[CH2:6][CH2:5][CH2:4][N:3]1[CH2:7][CH2:8][C:9]1[CH:14]=[CH:13][C:12]([C:15]2[CH:16]=[CH:17][C:18]([CH2:21][CH2:22][C:23]([N:52]3[CH2:56][CH2:55][CH2:54][C@H:53]3[C:57]([OH:59])=[O:58])=[O:24])=[CH:19][CH:20]=2)=[CH:11][CH:10]=1. The catalyst class is: 76.